Dataset: NCI-60 drug combinations with 297,098 pairs across 59 cell lines. Task: Regression. Given two drug SMILES strings and cell line genomic features, predict the synergy score measuring deviation from expected non-interaction effect. (1) Drug 1: CC1=C2C(C(=O)C3(C(CC4C(C3C(C(C2(C)C)(CC1OC(=O)C(C(C5=CC=CC=C5)NC(=O)C6=CC=CC=C6)O)O)OC(=O)C7=CC=CC=C7)(CO4)OC(=O)C)O)C)OC(=O)C. Drug 2: CC1=C(C(=CC=C1)Cl)NC(=O)C2=CN=C(S2)NC3=CC(=NC(=N3)C)N4CCN(CC4)CCO. Cell line: ACHN. Synergy scores: CSS=13.9, Synergy_ZIP=-3.52, Synergy_Bliss=3.90, Synergy_Loewe=4.00, Synergy_HSA=4.60. (2) Drug 1: CC12CCC3C(C1CCC2=O)CC(=C)C4=CC(=O)C=CC34C. Drug 2: C1CN(P(=O)(OC1)NCCCl)CCCl. Cell line: SNB-75. Synergy scores: CSS=23.9, Synergy_ZIP=-8.41, Synergy_Bliss=-1.16, Synergy_Loewe=-9.26, Synergy_HSA=-0.402. (3) Synergy scores: CSS=5.72, Synergy_ZIP=1.10, Synergy_Bliss=8.23, Synergy_Loewe=4.82, Synergy_HSA=5.82. Drug 1: CC12CCC(CC1=CCC3C2CCC4(C3CC=C4C5=CN=CC=C5)C)O. Cell line: A498. Drug 2: C1C(C(OC1N2C=NC3=C2NC=NCC3O)CO)O. (4) Drug 1: C1=CC(=CC=C1CCCC(=O)O)N(CCCl)CCCl. Drug 2: CCC1(CC2CC(C3=C(CCN(C2)C1)C4=CC=CC=C4N3)(C5=C(C=C6C(=C5)C78CCN9C7C(C=CC9)(C(C(C8N6C)(C(=O)OC)O)OC(=O)C)CC)OC)C(=O)OC)O.OS(=O)(=O)O. Cell line: HCC-2998. Synergy scores: CSS=40.7, Synergy_ZIP=-7.84, Synergy_Bliss=-8.70, Synergy_Loewe=-26.3, Synergy_HSA=-7.04. (5) Drug 1: CC1=C2C(C(=O)C3(C(CC4C(C3C(C(C2(C)C)(CC1OC(=O)C(C(C5=CC=CC=C5)NC(=O)OC(C)(C)C)O)O)OC(=O)C6=CC=CC=C6)(CO4)OC(=O)C)O)C)O. Drug 2: CS(=O)(=O)OCCCCOS(=O)(=O)C. Cell line: UACC62. Synergy scores: CSS=26.3, Synergy_ZIP=-3.69, Synergy_Bliss=-2.59, Synergy_Loewe=-62.1, Synergy_HSA=-1.61. (6) Drug 1: C1CC(=O)NC(=O)C1N2C(=O)C3=CC=CC=C3C2=O. Drug 2: C1C(C(OC1N2C=NC(=NC2=O)N)CO)O. Cell line: IGROV1. Synergy scores: CSS=-2.21, Synergy_ZIP=-0.220, Synergy_Bliss=-2.57, Synergy_Loewe=-8.78, Synergy_HSA=-4.86. (7) Drug 1: C1CC(=O)NC(=O)C1N2C(=O)C3=CC=CC=C3C2=O. Drug 2: COC1=C2C(=CC3=C1OC=C3)C=CC(=O)O2. Cell line: SK-MEL-5. Synergy scores: CSS=-6.21, Synergy_ZIP=3.47, Synergy_Bliss=0.169, Synergy_Loewe=-5.42, Synergy_HSA=-7.84. (8) Drug 1: C1C(C(OC1N2C=NC3=C(N=C(N=C32)Cl)N)CO)O. Drug 2: CNC(=O)C1=NC=CC(=C1)OC2=CC=C(C=C2)NC(=O)NC3=CC(=C(C=C3)Cl)C(F)(F)F. Cell line: A498. Synergy scores: CSS=10.8, Synergy_ZIP=-4.21, Synergy_Bliss=0.466, Synergy_Loewe=-24.6, Synergy_HSA=-0.606. (9) Cell line: HOP-62. Drug 2: C1C(C(OC1N2C=NC3=C2NC=NCC3O)CO)O. Drug 1: C1CCC(CC1)NC(=O)N(CCCl)N=O. Synergy scores: CSS=16.1, Synergy_ZIP=-2.75, Synergy_Bliss=-1.35, Synergy_Loewe=-3.08, Synergy_HSA=-3.47.